Task: Predict which catalyst facilitates the given reaction.. Dataset: Catalyst prediction with 721,799 reactions and 888 catalyst types from USPTO (1) Reactant: [NH2:1][CH2:2][CH2:3][CH2:4][CH2:5][C@H:6]([NH:14][C:15](=[O:34])[NH:16][C@@H:17]([CH2:25][CH2:26][C:27]([O:29][C:30]([CH3:33])([CH3:32])[CH3:31])=[O:28])[C:18]([O:20][C:21]([CH3:24])([CH3:23])[CH3:22])=[O:19])[C:7]([O:9][C:10]([CH3:13])([CH3:12])[CH3:11])=[O:8].[C:35]([O:39][C:40](=[O:68])[CH2:41][N:42]1[CH:46]=[CH:45][N:44]=[C:43]1[CH2:47][N:48]([CH2:57][C:58]1[CH:63]=[CH:62][C:61]([O:64][CH2:65][C:66]#[CH:67])=[CH:60][CH:59]=1)[CH2:49][CH2:50][CH2:51][CH2:52][CH2:53][C:54](O)=[O:55])([CH3:38])([CH3:37])[CH3:36].CCN=C=NCCCN(C)C.C1C=CC2N(O)N=NC=2C=1.CCN(C(C)C)C(C)C. Product: [C:35]([O:39][C:40](=[O:68])[CH2:41][N:42]1[CH:46]=[CH:45][N:44]=[C:43]1[CH2:47][N:48]([CH2:57][C:58]1[CH:63]=[CH:62][C:61]([O:64][CH2:65][C:66]#[CH:67])=[CH:60][CH:59]=1)[CH2:49][CH2:50][CH2:51][CH2:52][CH2:53][C:54](=[O:55])[NH:1][CH2:2][CH2:3][CH2:4][CH2:5][C@@H:6]([C:7]([O:9][C:10]([CH3:13])([CH3:12])[CH3:11])=[O:8])[NH:14][C:15](=[O:34])[NH:16][C@H:17]([C:18]([O:20][C:21]([CH3:22])([CH3:23])[CH3:24])=[O:19])[CH2:25][CH2:26][C:27]([O:29][C:30]([CH3:33])([CH3:32])[CH3:31])=[O:28])([CH3:36])([CH3:38])[CH3:37]. The catalyst class is: 26. (2) Reactant: [Br:1][C:2]1[CH:9]=[CH:8][C:5]([CH:6]=[O:7])=[C:4]([O:10][C:11]([F:14])([F:13])[F:12])[CH:3]=1.S(N)(=O)(=O)[OH:16].O.O.P([O-])(O)(O)=O.[Na+].Cl([O-])=O.[Na+].C([O-])([O-])=O.[Na+].[Na+].Cl. Product: [Br:1][C:2]1[CH:9]=[CH:8][C:5]([C:6]([OH:16])=[O:7])=[C:4]([O:10][C:11]([F:12])([F:13])[F:14])[CH:3]=1. The catalyst class is: 38. (3) Reactant: [C:1]([C:5]1[CH:6]=[C:7]([N:24]2[CH:29]=[CH:28][C:27](=[O:30])[NH:26][C:25]2=[O:31])[CH:8]=[C:9]([C:13]2[CH:22]=[CH:21][C:20]3[C:15](=[CH:16][CH:17]=[C:18]([OH:23])[CH:19]=3)[CH:14]=2)[C:10]=1[O:11][CH3:12])([CH3:4])([CH3:3])[CH3:2].C(=O)([O-])[O-].[K+].[K+].[F:38][C:39]([F:48])([S:44](F)(=[O:46])=[O:45])[C:40]([F:43])([F:42])[F:41]. Product: [F:38][C:39]([F:48])([S:44]([O:23][C:18]1[CH:17]=[CH:16][C:15]2[C:20](=[CH:21][CH:22]=[C:13]([C:9]3[CH:8]=[C:7]([N:24]4[CH:29]=[CH:28][C:27](=[O:30])[NH:26][C:25]4=[O:31])[CH:6]=[C:5]([C:1]([CH3:4])([CH3:2])[CH3:3])[C:10]=3[O:11][CH3:12])[CH:14]=2)[CH:19]=1)(=[O:46])=[O:45])[C:40]([F:43])([F:42])[F:41]. The catalyst class is: 9. (4) Reactant: [Cl:1][C:2]1[CH:7]=[CH:6][C:5]([N:8]([CH3:21])[S:9]([C:12]2[CH:13]=[C:14]([CH:18]=[CH:19][CH:20]=2)[C:15](Cl)=[O:16])(=[O:11])=[O:10])=[CH:4][CH:3]=1.[NH2:22][C:23]1[CH:28]=[CH:27][C:26]([Br:29])=[CH:25][C:24]=1[C:30]1[NH:34][C:33](=[O:35])[O:32][N:31]=1. Product: [Br:29][C:26]1[CH:27]=[CH:28][C:23]([NH:22][C:15](=[O:16])[C:14]2[CH:18]=[CH:19][CH:20]=[C:12]([S:9]([N:8]([C:5]3[CH:6]=[CH:7][C:2]([Cl:1])=[CH:3][CH:4]=3)[CH3:21])(=[O:11])=[O:10])[CH:13]=2)=[C:24]([C:30]2[NH:34][C:33](=[O:35])[O:32][N:31]=2)[CH:25]=1. The catalyst class is: 202. (5) Reactant: [Cl:1][C:2]1[C:10]([F:11])=[C:9]2[C:5]([C:6]([S:20][C:21]3[C:22]([F:32])=[C:23]([CH:29]=[CH:30][CH:31]=3)[C:24]([O:26][CH2:27][CH3:28])=[O:25])=[CH:7][N:8]2[C:12]2[CH:13]=[N:14][N:15]([CH2:17][CH2:18][CH3:19])[CH:16]=2)=[CH:4][CH:3]=1.C1C(=O)N([Cl:40])C(=O)C1. Product: [Cl:40][C:7]1[N:8]([C:12]2[CH:13]=[N:14][N:15]([CH2:17][CH2:18][CH3:19])[CH:16]=2)[C:9]2[C:5]([C:6]=1[S:20][C:21]1[C:22]([F:32])=[C:23]([CH:29]=[CH:30][CH:31]=1)[C:24]([O:26][CH2:27][CH3:28])=[O:25])=[CH:4][CH:3]=[C:2]([Cl:1])[C:10]=2[F:11]. The catalyst class is: 34.